The task is: Predict the reaction yield, written as a fraction of the theoretical maximum amount of product (1.0 means a 100% yield; for example, 0.34 means a 34% yield).. This data is from Reaction yield outcomes from USPTO patents with 853,638 reactions. (1) The reactants are C([N-]C(C)C)(C)C.[Li+].[N:9]1[CH:14]=[CH:13][CH:12]=[C:11]([CH3:15])[CH:10]=1.[Cl:16][C:17]1[C:26]([Cl:27])=[CH:25][CH:24]=[CH:23][C:18]=1[C:19](OC)=[O:20]. The catalyst is C1COCC1. The product is [Cl:16][C:17]1[C:26]([Cl:27])=[CH:25][CH:24]=[CH:23][C:18]=1[C:19](=[O:20])[CH2:15][C:11]1[CH:10]=[N:9][CH:14]=[CH:13][CH:12]=1. The yield is 0.130. (2) The reactants are [Cl:1][C:2]1[CH:3]=[C:4]([NH:16][C:17]2[C:26]3[C:25]([OH:27])=[CH:24][CH:23]=[CH:22][C:21]=3[N:20]=[CH:19][N:18]=2)[CH:5]=[CH:6][C:7]=1[O:8][CH2:9][C:10]1[CH:15]=[CH:14][CH:13]=[CH:12][N:11]=1.O[C@H:29]([CH3:34])[C:30]([O:32][CH3:33])=[O:31]. No catalyst specified. The product is [Cl:1][C:2]1[CH:3]=[C:4]([NH:16][C:17]2[C:26]3[C:21](=[CH:22][CH:23]=[CH:24][C:25]=3[O:27][C@@H:29]([CH3:34])[C:30]([O:32][CH3:33])=[O:31])[N:20]=[CH:19][N:18]=2)[CH:5]=[CH:6][C:7]=1[O:8][CH2:9][C:10]1[CH:15]=[CH:14][CH:13]=[CH:12][N:11]=1. The yield is 0.700.